This data is from Full USPTO retrosynthesis dataset with 1.9M reactions from patents (1976-2016). The task is: Predict the reactants needed to synthesize the given product. (1) Given the product [CH2:1]([C:3]1[CH:4]=[CH:5][C:6]([CH:9]2[CH2:10][CH:11]([C:23]3[O:25][N:29]=[C:28]([C:30]4[CH2:31][N:32]([CH3:36])[CH2:33][CH2:34][CH:35]=4)[N:27]=3)[CH2:12][N:13]([C:15]([N:17]3[CH2:22][CH2:21][O:20][CH2:19][CH2:18]3)=[O:16])[CH2:14]2)=[CH:7][CH:8]=1)[CH3:2], predict the reactants needed to synthesize it. The reactants are: [CH2:1]([C:3]1[CH:8]=[CH:7][C:6]([CH:9]2[CH2:14][N:13]([C:15]([N:17]3[CH2:22][CH2:21][O:20][CH2:19][CH2:18]3)=[O:16])[CH2:12][CH:11]([C:23]([OH:25])=O)[CH2:10]2)=[CH:5][CH:4]=1)[CH3:2].O[NH:27][C:28]([C:30]1[CH2:31][N:32]([CH3:36])[CH2:33][CH2:34][CH:35]=1)=[NH:29]. (2) The reactants are: [H-].[Na+].[O:3]=[C:4]1[C:13]2[C:12]([C:14]([F:17])([F:16])[F:15])=[CH:11][CH:10]=[CH:9][C:8]=2[C@H:7]2[CH2:18][N:19]([C:21]([O:23][C:24]([CH3:27])([CH3:26])[CH3:25])=[O:22])[CH2:20][C@@H:6]2[NH:5]1.Br[CH2:29][C:30]([O:32][CH3:33])=[O:31]. Given the product [CH3:33][O:32][C:30](=[O:31])[CH2:29][N:5]1[C@H:6]2[CH2:20][N:19]([C:21]([O:23][C:24]([CH3:27])([CH3:26])[CH3:25])=[O:22])[CH2:18][C@@H:7]2[C:8]2[CH:9]=[CH:10][CH:11]=[C:12]([C:14]([F:16])([F:17])[F:15])[C:13]=2[C:4]1=[O:3], predict the reactants needed to synthesize it. (3) Given the product [CH3:41][O:1][CH2:2][CH2:3][O:4][CH:5]1[CH2:10][CH2:9][CH:8]([N:11]2[C:16](=[O:17])[C:15]([CH2:18][C:19]3[CH:24]=[CH:23][C:22]([C:25]4[C:26]([C:31]#[N:32])=[CH:27][CH:28]=[CH:29][CH:30]=4)=[CH:21][CH:20]=3)=[C:14]([CH2:33][CH2:34][CH3:35])[N:13]3[N:36]=[CH:37][N:38]=[C:12]23)[CH2:7][CH2:6]1, predict the reactants needed to synthesize it. The reactants are: [OH:1][CH2:2][CH2:3][O:4][CH:5]1[CH2:10][CH2:9][CH:8]([N:11]2[C:16](=[O:17])[C:15]([CH2:18][C:19]3[CH:24]=[CH:23][C:22]([C:25]4[C:26]([C:31]#[N:32])=[CH:27][CH:28]=[CH:29][CH:30]=4)=[CH:21][CH:20]=3)=[C:14]([CH2:33][CH2:34][CH3:35])[N:13]3[N:36]=[CH:37][N:38]=[C:12]23)[CH2:7][CH2:6]1.[H-].[Na+].[CH3:41]N(C)C=O.CI. (4) Given the product [CH3:1][C:2]1[C:24]([CH3:25])=[CH:31][CH:30]=[CH:29][C:3]=1[N:4]1[CH2:5][CH2:6][N:7]([CH:10]([CH3:23])[CH2:11][NH2:12])[CH2:8][CH2:9]1, predict the reactants needed to synthesize it. The reactants are: [CH3:1][CH:2]([CH2:24][CH3:25])[CH2:3][N:4]1[CH2:9][CH2:8][N:7]([CH:10]([CH3:23])[CH2:11][N:12]2C(=O)C3C(=CC=CC=3)C2=O)[CH2:6][CH2:5]1.NN.O.[CH3:29][CH2:30][CH2:31]CCC.CCOC(C)=O. (5) Given the product [Br:2][C:3]1[CH:4]=[C:5]2[C:11]([C:12]3[N:13]=[C:14]([C:17]([OH:19])=[O:18])[S:15][CH:16]=3)=[CH:10][NH:9][C:6]2=[N:7][CH:8]=1, predict the reactants needed to synthesize it. The reactants are: Br.[Br:2][C:3]1[CH:4]=[C:5]2[C:11]([C:12]3[N:13]=[C:14]([C:17]([O:19]CC)=[O:18])[S:15][CH:16]=3)=[CH:10][NH:9][C:6]2=[N:7][CH:8]=1.O[Li].O. (6) The reactants are: [BH4-].[Na+].[F:3][C:4]1[CH:9]=[CH:8][C:7]([C:10](=[O:28])[CH:11]([CH2:17][C:18]2[CH:23]=[CH:22][CH:21]=[C:20]([C:24]([F:27])([F:26])[F:25])[CH:19]=2)[C:12]([O:14][CH2:15][CH3:16])=[O:13])=[CH:6][CH:5]=1.Cl. Given the product [F:3][C:4]1[CH:5]=[CH:6][C:7]([CH:10]([OH:28])[CH:11]([CH2:17][C:18]2[CH:23]=[CH:22][CH:21]=[C:20]([C:24]([F:26])([F:27])[F:25])[CH:19]=2)[C:12]([O:14][CH2:15][CH3:16])=[O:13])=[CH:8][CH:9]=1, predict the reactants needed to synthesize it. (7) Given the product [CH2:1]([C@@H:4]1[CH2:9][C@H:8]([C:10]2[CH:15]=[CH:14][CH:13]=[C:12]([Cl:16])[CH:11]=2)[C@@H:7]([C:17]2[CH:18]=[CH:19][C:20]([Cl:23])=[CH:21][CH:22]=2)[N:6]([C@@H:24]([CH2:27][CH3:28])[CH:25]=[O:26])[C:5]1=[O:29])[CH:2]=[CH2:3], predict the reactants needed to synthesize it. The reactants are: [CH2:1]([C@@H:4]1[CH2:9][C@H:8]([C:10]2[CH:15]=[CH:14][CH:13]=[C:12]([Cl:16])[CH:11]=2)[C@@H:7]([C:17]2[CH:22]=[CH:21][C:20]([Cl:23])=[CH:19][CH:18]=2)[N:6]([C@@H:24]([CH2:27][CH3:28])[CH2:25][OH:26])[C:5]1=[O:29])[CH:2]=[CH2:3].O.CC(OI1(OC(C)=O)(OC(C)=O)OC(=O)C2C=CC=CC1=2)=O.